Dataset: Reaction yield outcomes from USPTO patents with 853,638 reactions. Task: Predict the reaction yield, written as a fraction of the theoretical maximum amount of product (1.0 means a 100% yield; for example, 0.34 means a 34% yield). (1) The yield is 0.720. The catalyst is C(Cl)Cl.CO. The reactants are [Br:1][C:2]1[CH:10]=[C:9]2[C:5]([CH2:6][C:7]3([CH2:26][N:25]([C:27]([O:29][C:30]([CH3:33])([CH3:32])[CH3:31])=[O:28])[CH2:24]3)[C:8]2([NH:14][S:15]([CH2:18][CH2:19][Si:20]([CH3:23])([CH3:22])[CH3:21])(=[O:17])=[O:16])[C:11]([OH:13])=[O:12])=[CH:4][CH:3]=1.[Si](C=[N+]=[N-])(C)(C)[CH3:35]. The product is [Br:1][C:2]1[CH:10]=[C:9]2[C:5]([CH2:6][C:7]3([CH2:24][N:25]([C:27]([O:29][C:30]([CH3:33])([CH3:32])[CH3:31])=[O:28])[CH2:26]3)[C:8]2([NH:14][S:15]([CH2:18][CH2:19][Si:20]([CH3:23])([CH3:21])[CH3:22])(=[O:17])=[O:16])[C:11]([O:13][CH3:35])=[O:12])=[CH:4][CH:3]=1. (2) The reactants are Cl[C:2]1[N:7]=[CH:6][C:5]([O:8][CH2:9][C:10]2[C:15]([C:16]([O:18][C:19]([CH3:22])([CH3:21])[CH3:20])=[O:17])=[C:14]([OH:23])[C:13]([C:24]([F:27])([F:26])[F:25])=[CH:12][CH:11]=2)=[CH:4][CH:3]=1.[CH3:28][O:29][C:30](=[O:48])[CH2:31][C:32]1[CH:37]=[CH:36][C:35](B2OC(C)(C)C(C)(C)O2)=[C:34]([CH3:47])[CH:33]=1. No catalyst specified. The product is [OH:23][C:14]1[C:13]([C:24]([F:27])([F:26])[F:25])=[CH:12][CH:11]=[C:10]([CH2:9][O:8][C:5]2[CH:6]=[N:7][C:2]([C:35]3[CH:36]=[CH:37][C:32]([CH2:31][C:30]([O:29][CH3:28])=[O:48])=[CH:33][C:34]=3[CH3:47])=[CH:3][CH:4]=2)[C:15]=1[C:16]([O:18][C:19]([CH3:22])([CH3:21])[CH3:20])=[O:17]. The yield is 0.500. (3) The reactants are [CH:1]1([C:7]2[CH:12]=[CH:11][C:10]([N:13]3[CH:18]=[CH:17]C(=O)[C:15]([C:20](=O)[CH:21]=[CH:22][N:23](C)C)=[N:14]3)=[CH:9][CH:8]=2)[CH2:6][CH2:5][CH2:4][CH2:3][CH2:2]1.[C:27]1([NH:33]N)[CH:32]=[CH:31][CH:30]=[CH:29][CH:28]=1.[CH3:35][OH:36]. No catalyst specified. The product is [CH:1]1([C:7]2[CH:8]=[CH:9][C:10]([N:13]3[CH:18]=[CH:17][C:35](=[O:36])[C:15]([C:20]4[N:33]([C:27]5[CH:32]=[CH:31][CH:30]=[CH:29][CH:28]=5)[N:23]=[CH:22][CH:21]=4)=[N:14]3)=[CH:11][CH:12]=2)[CH2:2][CH2:3][CH2:4][CH2:5][CH2:6]1. The yield is 0.300. (4) The reactants are [Cl:1][C:2]1[N:7]=[CH:6][C:5]([NH2:8])=[C:4]([NH:9][CH:10]([CH3:12])[CH3:11])[CH:3]=1.[CH3:13]OC(OC)OC. The catalyst is C(O)=O. The product is [Cl:1][C:2]1[N:7]=[CH:6][C:5]2[N:8]=[CH:13][N:9]([CH:10]([CH3:12])[CH3:11])[C:4]=2[CH:3]=1. The yield is 0.760. (5) The reactants are [NH:1]1[C:9]2[C:4](=[CH:5][CH:6]=[CH:7][CH:8]=2)[CH2:3][C:2]1=[O:10].[N+:11]([O-])([OH:13])=[O:12]. The catalyst is S(=O)(=O)(O)O. The product is [N+:11]([C:6]1[CH:5]=[C:4]2[C:9](=[CH:8][CH:7]=1)[NH:1][C:2](=[O:10])[CH2:3]2)([O-:13])=[O:12]. The yield is 0.980. (6) The reactants are [Br:1][C:2]1[CH:10]=[CH:9][C:5]([C:6]([OH:8])=O)=[C:4]([Cl:11])[CH:3]=1.[CH2:12]([N:14](CC)[CH2:15][CH3:16])[CH3:13].N1CCCC1.C(P1(=O)OP(CCC)(=O)OP(CCC)(=O)O1)CC. The catalyst is CCOC(C)=O. The product is [Br:1][C:2]1[CH:10]=[CH:9][C:5]([C:6]([N:14]2[CH2:15][CH2:16][CH2:13][CH2:12]2)=[O:8])=[C:4]([Cl:11])[CH:3]=1. The yield is 0.960. (7) The reactants are [CH:1]1([C:4]([N:6]2[CH2:10][CH2:9][C@@H:8]([CH2:11][C:12]3[N:13]([C:18]4[CH:23]=[CH:22][C:21](B5OC(C)(C)C(C)(C)O5)=[CH:20][CH:19]=4)[C:14](=[O:17])[NH:15][N:16]=3)[CH2:7]2)=[O:5])[CH2:3][CH2:2]1.Br[C:34]1[CH:35]=[C:36]2[C:40](=[CH:41][CH:42]=1)[CH2:39][CH2:38][CH2:37]2.C(=O)([O-])[O-].[K+].[K+]. The product is [CH:1]1([C:4]([N:6]2[CH2:10][CH2:9][C@@H:8]([CH2:11][C:12]3[N:13]([C:18]4[CH:23]=[CH:22][C:21]([C:34]5[CH:35]=[C:36]6[C:40](=[CH:41][CH:42]=5)[CH2:39][CH2:38][CH2:37]6)=[CH:20][CH:19]=4)[C:14](=[O:17])[NH:15][N:16]=3)[CH2:7]2)=[O:5])[CH2:2][CH2:3]1. The yield is 0.390. The catalyst is O1CCOCC1.C1C=CC(P(C2C=CC=CC=2)[C-]2C=CC=C2)=CC=1.C1C=CC(P(C2C=CC=CC=2)[C-]2C=CC=C2)=CC=1.Cl[Pd]Cl.[Fe+2].ClCCl.